This data is from Full USPTO retrosynthesis dataset with 1.9M reactions from patents (1976-2016). The task is: Predict the reactants needed to synthesize the given product. (1) Given the product [CH3:3][N:4]1[CH:12]=[C:11]2[C:6]([CH:7]=[CH:8][CH:9]=[C:10]2[C@H:13]2[CH2:15][C@@H:14]2[CH2:16][NH:17][C:25](=[O:27])[CH3:26])=[N:5]1, predict the reactants needed to synthesize it. The reactants are: Cl.Cl.[CH3:3][N:4]1[CH:12]=[C:11]2[C:6]([CH:7]=[CH:8][CH:9]=[C:10]2[C@H:13]2[CH2:15][C@@H:14]2[CH2:16][NH2:17])=[N:5]1.C(N(CC)CC)C.[C:25](OC(=O)C)(=[O:27])[CH3:26]. (2) Given the product [CH:1]1([NH:6][CH:7]2[CH2:11][CH2:10][CH2:9][CH:8]2[C:12]([O:14][CH3:15])=[O:13])[CH2:2][CH2:3][CH2:4][CH2:5]1, predict the reactants needed to synthesize it. The reactants are: [CH:1]1([NH:6][C:7]2[CH2:11][CH2:10][CH2:9][C:8]=2[C:12]([O:14][CH3:15])=[O:13])[CH2:5][CH2:4][CH2:3][CH2:2]1.C1(N)CCCC1.COC(C1CCCC1=O)=O.C(O[BH-](OC(=O)C)OC(=O)C)(=O)C.[Na+].C([O-])(=O)C.[Na+]. (3) The reactants are: [CH2:1]=[C:2]1[O:6][C:4](=[O:5])[CH2:3]1.[CH:7]1([NH:13][C:14]2[CH:23]=[C:22]3[C:17]([C:18](=[O:35])[C:19]([O:29][CH2:30][C:31](=[N:33][OH:34])[NH2:32])=[CH:20][N:21]3[CH:24]3[CH2:28][CH2:27][CH2:26][CH2:25]3)=[CH:16][C:15]=2[F:36])[CH2:12][CH2:11][CH2:10][CH2:9][CH2:8]1. Given the product [C:4]([O:34][N:33]=[C:31]([NH2:32])[CH2:30][O:29][C:19]1[C:18](=[O:35])[C:17]2[C:22](=[CH:23][C:14]([NH:13][CH:7]3[CH2:12][CH2:11][CH2:10][CH2:9][CH2:8]3)=[C:15]([F:36])[CH:16]=2)[N:21]([CH:24]2[CH2:28][CH2:27][CH2:26][CH2:25]2)[CH:20]=1)(=[O:5])[CH2:3][C:2]([CH3:1])=[O:6], predict the reactants needed to synthesize it. (4) Given the product [C:34]([Si:31]([CH3:32])([CH3:33])[O:30][CH:25]([C:26]([CH3:29])([CH3:28])[CH3:27])[CH2:24][CH2:23][C:20]1[CH:21]=[CH:22][C:17]([C:12]([C:9]2[CH:10]=[CH:11][C:6]([O:5][CH2:4][C:3]([OH:40])=[O:2])=[C:7]([CH3:39])[CH:8]=2)([CH2:13][CH3:14])[CH2:15][CH3:16])=[CH:18][C:19]=1[CH3:38])([CH3:35])([CH3:37])[CH3:36], predict the reactants needed to synthesize it. The reactants are: C[O:2][C:3](=[O:40])[CH2:4][O:5][C:6]1[CH:11]=[CH:10][C:9]([C:12]([C:17]2[CH:22]=[CH:21][C:20]([CH2:23][CH2:24][CH:25]([O:30][Si:31]([C:34]([CH3:37])([CH3:36])[CH3:35])([CH3:33])[CH3:32])[C:26]([CH3:29])([CH3:28])[CH3:27])=[C:19]([CH3:38])[CH:18]=2)([CH2:15][CH3:16])[CH2:13][CH3:14])=[CH:8][C:7]=1[CH3:39].Cl. (5) Given the product [CH2:1]([N:8]1[CH:17]=[C:16]([CH2:18][N:34]2[CH2:38][CH2:37][CH2:36][CH2:35]2)[C:15]2[C:10](=[CH:11][CH:12]=[C:13]([C:20]3[CH:21]=[C:22]([CH:29]=[CH:30][C:31]=3[CH3:32])[C:23]([NH:25][CH:26]3[CH2:28][CH2:27]3)=[O:24])[CH:14]=2)[C:9]1=[O:33])[C:2]1[CH:7]=[CH:6][CH:5]=[CH:4][CH:3]=1, predict the reactants needed to synthesize it. The reactants are: [CH2:1]([N:8]1[CH:17]=[C:16]([CH:18]=O)[C:15]2[C:10](=[CH:11][CH:12]=[C:13]([C:20]3[CH:21]=[C:22]([CH:29]=[CH:30][C:31]=3[CH3:32])[C:23]([NH:25][CH:26]3[CH2:28][CH2:27]3)=[O:24])[CH:14]=2)[C:9]1=[O:33])[C:2]1[CH:7]=[CH:6][CH:5]=[CH:4][CH:3]=1.[NH:34]1[CH2:38][CH2:37][CH2:36][CH2:35]1.C(O[BH-](OC(=O)C)OC(=O)C)(=O)C.[Na+]. (6) Given the product [CH2:22]([N:20]1[CH:21]=[C:17]([C:14]2[CH:15]=[C:16]3[C:8]([C:6]4[N:7]=[C:2]([N:30]5[CH2:35][CH2:34][CH2:33][C@@H:32]([NH2:36])[CH2:31]5)[CH:3]=[CH:4][CH:5]=4)=[N:9][NH:10][C:11]3=[CH:12][N:13]=2)[CH:18]=[N:19]1)[CH3:23], predict the reactants needed to synthesize it. The reactants are: F[C:2]1[N:7]=[C:6]([C:8]2[C:16]3[C:11](=[CH:12][N:13]=[C:14]([C:17]4[CH:18]=[N:19][N:20]([CH2:22][CH3:23])[CH:21]=4)[CH:15]=3)[N:10](C3CCCCO3)[N:9]=2)[CH:5]=[CH:4][CH:3]=1.[NH:30]1[CH2:35][CH2:34][CH2:33][C@@H:32]([NH:36]C(=O)OC(C)(C)C)[CH2:31]1. (7) Given the product [CH:1]1([C:4]2[N:5]=[CH:6][C:7]([O:10][C@H:11]3[CH2:40][N:14]4[CH2:15][CH2:16][N:17]([C:19](=[O:39])[CH:20]([NH:31][C:32](=[O:38])[O:33][CH3:34])[C:21]5[CH:22]=[CH:23][C:24]([C:27]([F:30])([F:28])[F:29])=[CH:25][CH:26]=5)[CH2:18][C@@H:13]4[CH2:12]3)=[N:8][CH:9]=2)[CH2:2][CH2:3]1, predict the reactants needed to synthesize it. The reactants are: [CH:1]1([C:4]2[N:5]=[CH:6][C:7]([O:10][C@H:11]3[CH2:40][N:14]4[CH2:15][CH2:16][N:17]([C:19](=[O:39])[CH:20]([NH:31][C:32](=[O:38])[O:33][C:34](C)(C)C)[C:21]5[CH:26]=[CH:25][C:24]([C:27]([F:30])([F:29])[F:28])=[CH:23][CH:22]=5)[CH2:18][C@@H:13]4[CH2:12]3)=[N:8][CH:9]=2)[CH2:3][CH2:2]1.C1(C2N=CC(O[C@H]3CN4CCN(C(=O)C(NC(=O)OC(C)(C)C)C5C=CC=C(C(F)(F)F)C=5)C[C@@H]4C3)=NC=2)CC1. (8) Given the product [NH2:1][C:4]1[CH:10]=[C:9]([CH:8]=[CH:7][C:5]=1[NH2:6])[C:11]#[N:12], predict the reactants needed to synthesize it. The reactants are: [N+:1]([C:4]1[CH:10]=[C:9]([C:11]#[N:12])[CH:8]=[CH:7][C:5]=1[NH2:6])([O-])=O. (9) The reactants are: [CH:1]1([NH:4][S:5]([C:8]2[CH:9]=[C:10]([CH:20]=[CH:21][CH:22]=2)[C:11]([O:13][CH2:14][CH2:15][Si:16]([CH3:19])([CH3:18])[CH3:17])=[O:12])(=[O:7])=[O:6])[CH2:3][CH2:2]1.Br[CH2:24][CH2:25][CH2:26][C:27]([O:29][CH2:30][CH3:31])=[O:28].C(=O)([O-])[O-].[K+].[K+].CN(C=O)C. Given the product [CH:1]1([N:4]([CH2:24][CH2:25][CH2:26][C:27]([O:29][CH2:30][CH3:31])=[O:28])[S:5]([C:8]2[CH:9]=[C:10]([CH:20]=[CH:21][CH:22]=2)[C:11]([O:13][CH2:14][CH2:15][Si:16]([CH3:17])([CH3:18])[CH3:19])=[O:12])(=[O:7])=[O:6])[CH2:3][CH2:2]1, predict the reactants needed to synthesize it.